Dataset: Reaction yield outcomes from USPTO patents with 853,638 reactions. Task: Predict the reaction yield, written as a fraction of the theoretical maximum amount of product (1.0 means a 100% yield; for example, 0.34 means a 34% yield). (1) The reactants are [OH:1][C:2]1[C:9]([N+:10]([O-:12])=[O:11])=[CH:8][C:5]([CH:6]=[O:7])=[CH:4][C:3]=1[O:13]C.[Cl-].[Al+3].[Cl-].[Cl-].N1C=CC=CC=1. The catalyst is CCOC(C)=O. The product is [OH:13][C:3]1[CH:4]=[C:5]([CH:8]=[C:9]([N+:10]([O-:12])=[O:11])[C:2]=1[OH:1])[CH:6]=[O:7]. The yield is 0.673. (2) The reactants are CC1(C)C(C)(C)OB([C:9]2[CH:26]=[CH:25][C:24]3[C:23]4[C:18](=[CH:19][CH:20]=[CH:21][CH:22]=4)[C:17]4[C:12](=[CH:13][CH:14]=[CH:15][CH:16]=4)[C:11]=3[CH:10]=2)O1.Br[C:29]1[CH:42]=[CH:41][C:32]2[S:33][C:34]3[CH:39]=[CH:38][C:37](Br)=[CH:36][C:35]=3[C:31]=2[CH:30]=1.C1(P(C2CCCCC2)[C:50]2[CH:55]=[CH:54]C=C[C:51]=2[C:56]2[C:61](OC)=[CH:60][CH:59]=[CH:58][C:57]=2OC)CCCCC1.[O-]P([O-])([O-])=O.[K+].[K+].[K+]. The catalyst is C1C=CC(/C=C/C(/C=C/C2C=CC=CC=2)=O)=CC=1.C1C=CC(/C=C/C(/C=C/C2C=CC=CC=2)=O)=CC=1.C1C=CC(/C=C/C(/C=C/C2C=CC=CC=2)=O)=CC=1.[Pd].[Pd].O.C1(C)C=CC=CC=1. The product is [CH:19]1[C:18]2[C:17]3[C:12](=[CH:13][CH:14]=[CH:15][CH:16]=3)[C:11]3[C:24](=[CH:25][CH:26]=[CH:9][CH:10]=3)[C:23]=2[CH:22]=[CH:21][C:20]=1[C:29]1[CH:42]=[CH:41][C:32]2[S:33][C:34]3[CH:39]=[CH:38][C:37]([C:9]4[CH:26]=[CH:25][C:24]5[C:57]6[C:56](=[CH:61][CH:60]=[CH:59][CH:58]=6)[C:51]6[C:12](=[CH:13][CH:54]=[CH:55][CH:50]=6)[C:11]=5[CH:10]=4)=[CH:36][C:35]=3[C:31]=2[CH:30]=1. The yield is 0.940.